Predict the reactants needed to synthesize the given product. From a dataset of Full USPTO retrosynthesis dataset with 1.9M reactions from patents (1976-2016). (1) Given the product [Br-:28].[CH2:21]([N+:1]1[CH:2]=[CH:3][C:4]([CH:7]([O:9][CH:10]2[CH2:13][N:12]([C:14]([O:16][C:17]([CH3:19])([CH3:18])[CH3:20])=[O:15])[CH2:11]2)[CH3:8])=[CH:5][CH:6]=1)[C:22]1[CH:27]=[CH:26][CH:25]=[CH:24][CH:23]=1, predict the reactants needed to synthesize it. The reactants are: [N:1]1[CH:6]=[CH:5][C:4]([CH:7]([O:9][CH:10]2[CH2:13][N:12]([C:14]([O:16][C:17]([CH3:20])([CH3:19])[CH3:18])=[O:15])[CH2:11]2)[CH3:8])=[CH:3][CH:2]=1.[CH2:21]([Br:28])[C:22]1[CH:27]=[CH:26][CH:25]=[CH:24][CH:23]=1. (2) Given the product [C:7]([C:4]1[CH:3]=[C:2]([NH:1][C:25]([NH:24][C:21]2[CH:22]=[CH:23][C:18]([O:17][C:11]3[CH:12]=[CH:13][CH:14]=[CH:15][CH:16]=3)=[CH:19][CH:20]=2)=[O:26])[O:6][N:5]=1)([CH3:10])([CH3:9])[CH3:8], predict the reactants needed to synthesize it. The reactants are: [NH2:1][C:2]1[O:6][N:5]=[C:4]([C:7]([CH3:10])([CH3:9])[CH3:8])[CH:3]=1.[C:11]1([O:17][C:18]2[CH:23]=[CH:22][C:21]([N:24]=[C:25]=[O:26])=[CH:20][CH:19]=2)[CH:16]=[CH:15][CH:14]=[CH:13][CH:12]=1.O. (3) Given the product [I-:12].[CH3:1][N+:2]([CH3:11])([CH3:10])[C:3]1[CH:4]=[C:5]([CH3:9])[CH:6]=[CH:7][CH:8]=1, predict the reactants needed to synthesize it. The reactants are: [CH3:1][N:2]([CH3:10])[C:3]1[CH:4]=[C:5]([CH3:9])[CH:6]=[CH:7][CH:8]=1.[CH3:11][I:12]. (4) Given the product [Cl:1][C:2]1[C:3]([C:43]([F:46])([F:45])[F:44])=[CH:4][C:5]2[N:9]=[C:8]([CH:10]([NH:12][C:13](=[O:19])[CH3:48])[CH3:11])[N:7]([C:20]3[CH:21]=[CH:22][C:23]([CH2:26][CH2:27][NH:28][C:29]([NH:31][S:32]([C:35]4[CH:36]=[CH:37][C:38]([CH3:41])=[CH:39][CH:40]=4)(=[O:34])=[O:33])=[O:30])=[CH:24][CH:25]=3)[C:6]=2[CH:42]=1, predict the reactants needed to synthesize it. The reactants are: [Cl:1][C:2]1[C:3]([C:43]([F:46])([F:45])[F:44])=[CH:4][C:5]2[N:9]=[C:8]([CH:10]([NH:12][C:13](=[O:19])OC(C)(C)C)[CH3:11])[N:7]([C:20]3[CH:25]=[CH:24][C:23]([CH2:26][CH2:27][NH:28][C:29]([NH:31][S:32]([C:35]4[CH:40]=[CH:39][C:38]([CH3:41])=[CH:37][CH:36]=4)(=[O:34])=[O:33])=[O:30])=[CH:22][CH:21]=3)[C:6]=2[CH:42]=1.F[C:48](F)(F)C(O)=O.O. (5) Given the product [NH2:8][C:5]1[CH:6]=[CH:7][C:2]([Br:1])=[CH:3][C:4]=1[C:11](=[O:24])[CH2:12][C:13]1[CH:18]=[CH:17][C:16]([C:19]([CH3:20])([CH3:21])[C:22]#[N:23])=[CH:15][CH:14]=1, predict the reactants needed to synthesize it. The reactants are: [Br:1][C:2]1[CH:7]=[CH:6][C:5]([NH:8]C=O)=[C:4]([C:11](=[O:24])[CH2:12][C:13]2[CH:18]=[CH:17][C:16]([C:19]([C:22]#[N:23])([CH3:21])[CH3:20])=[CH:15][CH:14]=2)[CH:3]=1.Cl. (6) Given the product [CH3:21][O:20][C:17]1[N:16]=[N:15][C:14]([C:11](=[O:13])[CH2:12][C:22](=[O:27])[C:23]([O:25][CH3:26])=[O:24])=[CH:19][CH:18]=1, predict the reactants needed to synthesize it. The reactants are: C[Si]([N-][Si](C)(C)C)(C)C.[Li+].[C:11]([C:14]1[N:15]=[N:16][C:17]([O:20][CH3:21])=[CH:18][CH:19]=1)(=[O:13])[CH3:12].[C:22](OC)(=[O:27])[C:23]([O:25][CH3:26])=[O:24].O. (7) Given the product [CH3:25][O:4][C:3](=[O:5])[CH:2]([NH2:1])[C:6]1[CH:11]=[CH:10][C:9]([F:12])=[C:8]([O:13][C:14]2[CH:15]=[CH:16][CH:17]=[CH:18][CH:19]=2)[C:7]=1[F:20], predict the reactants needed to synthesize it. The reactants are: [NH2:1][CH:2]([C:6]1[CH:11]=[CH:10][C:9]([F:12])=[C:8]([O:13][C:14]2[CH:19]=[CH:18][CH:17]=[CH:16][CH:15]=2)[C:7]=1[F:20])[C:3]([OH:5])=[O:4].S(Cl)(Cl)=O.[CH3:25]O. (8) The reactants are: S1C2C=CC=CC=2C(CCO)=C1.[O:13]1[C:17]2[CH:18]=[CH:19][CH:20]=[CH:21][C:16]=2[C:15]([CH2:22][CH2:23][CH2:24][C:25](O)=[O:26])=[CH:14]1.[H-].[Al+3].[Li+].[H-].[H-].[H-].C(Cl)Cl.CO. Given the product [O:13]1[C:17]2[CH:18]=[CH:19][CH:20]=[CH:21][C:16]=2[C:15]([CH2:22][CH2:23][CH2:24][CH2:25][OH:26])=[CH:14]1, predict the reactants needed to synthesize it.